From a dataset of Catalyst prediction with 721,799 reactions and 888 catalyst types from USPTO. Predict which catalyst facilitates the given reaction. (1) Reactant: [CH3:1][C:2]1([CH3:20])[NH:6][C:5](=[O:7])[N:4]([C:8]2[CH:13]=[CH:12][C:11]([S:14][C:15]([F:18])([F:17])[F:16])=[CH:10][CH:9]=2)[C:3]1=[O:19].[H-].[Na+].Cl[CH2:24][C:25]1[CH:30]=[CH:29][N:28]=[C:27]([S:31]([CH3:34])(=[O:33])=[O:32])[N:26]=1. Product: [CH3:1][C:2]1([CH3:20])[N:6]([CH2:24][C:25]2[CH:30]=[CH:29][N:28]=[C:27]([S:31]([CH3:34])(=[O:33])=[O:32])[N:26]=2)[C:5](=[O:7])[N:4]([C:8]2[CH:13]=[CH:12][C:11]([S:14][C:15]([F:18])([F:17])[F:16])=[CH:10][CH:9]=2)[C:3]1=[O:19]. The catalyst class is: 9. (2) Reactant: [Cl:1][C:2]1[NH:3][C:4](=[O:24])[C:5]2[N:6]([CH2:16][O:17][CH2:18][CH2:19][Si:20]([CH3:23])([CH3:22])[CH3:21])[C:7]([CH:11]3[CH2:15][CH2:14][CH2:13][CH2:12]3)=[N:8][C:9]=2[N:10]=1.C(=O)([O-])[O-].[Cs+].[Cs+].[CH2:31](Br)[CH:32]([CH3:34])[CH3:33]. Product: [Cl:1][C:2]1[N:3]([CH2:31][CH:32]([CH3:34])[CH3:33])[C:4](=[O:24])[C:5]2[N:6]([CH2:16][O:17][CH2:18][CH2:19][Si:20]([CH3:21])([CH3:23])[CH3:22])[C:7]([CH:11]3[CH2:12][CH2:13][CH2:14][CH2:15]3)=[N:8][C:9]=2[N:10]=1. The catalyst class is: 18. (3) Reactant: [NH2:1][C:2](=[O:40])[CH:3]([OH:39])[CH:4]([NH:12][C:13](=[O:38])[C:14]1[CH:19]=[CH:18][CH:17]=[N:16][C:15]=1[N:20]1[CH:24]=[CH:23][C:22]([CH2:25][N:26]2[CH2:31][CH2:30][CH:29]([C:32]3[CH:37]=[CH:36][CH:35]=[CH:34][CH:33]=3)[CH2:28][CH2:27]2)=[N:21]1)[CH2:5][C:6]1[CH:11]=[CH:10][CH:9]=[CH:8][CH:7]=1.CS(C)=O.ClC(Cl)C(O)=O. Product: [NH2:1][C:2](=[O:40])[C:3](=[O:39])[CH:4]([NH:12][C:13](=[O:38])[C:14]1[CH:19]=[CH:18][CH:17]=[N:16][C:15]=1[N:20]1[CH:24]=[CH:23][C:22]([CH2:25][N:26]2[CH2:27][CH2:28][CH:29]([C:32]3[CH:37]=[CH:36][CH:35]=[CH:34][CH:33]=3)[CH2:30][CH2:31]2)=[N:21]1)[CH2:5][C:6]1[CH:11]=[CH:10][CH:9]=[CH:8][CH:7]=1. The catalyst class is: 4. (4) Reactant: [Cl:1][C:2]1[C:6]([NH:7][C:8](=[O:14])[CH:9]([CH3:13])[CH2:10][S:11][CH3:12])=[CH:5][N:4]([C:15]2[CH:16]=[N:17][CH:18]=[CH:19][CH:20]=2)[N:3]=1.[H-].[Na+].Br[CH2:24][CH2:25][O:26][Si:27]([C:30]([CH3:33])([CH3:32])[CH3:31])([CH3:29])[CH3:28]. Product: [Si:27]([O:26][CH2:25][CH2:24][N:7]([C:6]1[C:2]([Cl:1])=[N:3][N:4]([C:15]2[CH:16]=[N:17][CH:18]=[CH:19][CH:20]=2)[CH:5]=1)[C:8](=[O:14])[CH:9]([CH3:13])[CH2:10][S:11][CH3:12])([C:30]([CH3:33])([CH3:32])[CH3:31])([CH3:29])[CH3:28]. The catalyst class is: 9. (5) The catalyst class is: 3. Reactant: ClC1C2C3CN(C)CCC=3NC=2C=CC=1C.[Cl:17][C:18]1[C:19]([CH3:32])=[CH:20][C:21]2[C:22]3[CH2:30][N:29]([CH3:31])[CH2:28][CH2:27][C:23]=3[NH:24][C:25]=2[CH:26]=1.[H-].[Na+].[CH3:35][C:36]1([C:39]2[CH:40]=[N:41][CH:42]=[CH:43][CH:44]=2)[CH2:38][O:37]1. Product: [Cl:17][C:18]1[C:19]([CH3:32])=[CH:20][C:21]2[C:22]3[CH2:30][N:29]([CH3:31])[CH2:28][CH2:27][C:23]=3[N:24]([CH2:35][C:36]([C:39]3[CH:40]=[N:41][CH:42]=[CH:43][CH:44]=3)([OH:37])[CH3:38])[C:25]=2[CH:26]=1. (6) Reactant: CC[O:3][C:4]([C@@H:6]1[CH2:11][CH2:10][CH:9]([CH3:12])[CH2:8][N:7]1[C:13]([O:15][C:16]([CH3:19])([CH3:18])[CH3:17])=[O:14])=[O:5].O.[OH-].[Li+]. Product: [C:16]([O:15][C:13]([N:7]1[CH2:8][CH:9]([CH3:12])[CH2:10][CH2:11][C@H:6]1[C:4]([OH:5])=[O:3])=[O:14])([CH3:17])([CH3:18])[CH3:19]. The catalyst class is: 24. (7) Reactant: Cl[C:2]1[N:3]=[C:4]([O:11][C:12]2[C:17]([CH3:18])=[CH:16][C:15]([CH:19]3[CH2:21][CH2:20]3)=[CH:14][C:13]=2[CH3:22])[C:5]2[NH:10][CH:9]=[CH:8][C:6]=2[N:7]=1.[NH2:23][C:24]1[CH:31]=[CH:30][C:27]([C:28]#[N:29])=[CH:26][CH:25]=1.C(O)(C(F)(F)F)=O. Product: [CH:19]1([C:15]2[CH:16]=[C:17]([CH3:18])[C:12]([O:11][C:4]3[C:5]4[NH:10][CH:9]=[CH:8][C:6]=4[N:7]=[C:2]([NH:23][C:24]4[CH:31]=[CH:30][C:27]([C:28]#[N:29])=[CH:26][CH:25]=4)[N:3]=3)=[C:13]([CH3:22])[CH:14]=2)[CH2:21][CH2:20]1. The catalyst class is: 6.